From a dataset of Forward reaction prediction with 1.9M reactions from USPTO patents (1976-2016). Predict the product of the given reaction. The product is: [CH3:25][N:22]1[CH2:21][CH2:20][N:19]([CH2:18][C:12]2([C:9]3[CH:8]=[CH:7][C:6]([OH:5])=[CH:11][CH:10]=3)[CH2:13][CH2:14][O:15][CH2:16][CH2:17]2)[CH2:24][CH2:23]1. Given the reactants C[S-].[Na+].C[O:5][C:6]1[CH:11]=[CH:10][C:9]([C:12]2([CH2:18][N:19]3[CH2:24][CH2:23][N:22]([CH3:25])[CH2:21][CH2:20]3)[CH2:17][CH2:16][O:15][CH2:14][CH2:13]2)=[CH:8][CH:7]=1.[Cl-].[NH4+], predict the reaction product.